This data is from Reaction yield outcomes from USPTO patents with 853,638 reactions. The task is: Predict the reaction yield, written as a fraction of the theoretical maximum amount of product (1.0 means a 100% yield; for example, 0.34 means a 34% yield). (1) The reactants are I[C:2]1[CH:10]=[C:9]2[C:5]([C:6]([CH:19]=[CH:20][C:21]3[CH:26]=[CH:25][CH:24]=[CH:23][CH:22]=3)=[N:7][N:8]2[CH2:11][O:12][CH2:13][CH2:14][Si:15]([CH3:18])([CH3:17])[CH3:16])=[CH:4][CH:3]=1.[C:27]1(B(O)O)[CH:32]=[CH:31][CH:30]=[CH:29][CH:28]=1.C([O-])([O-])=O.[Na+].[Na+]. The catalyst is O1CCOCC1.C(OCC)(=O)C.C1C=CC([P]([Pd]([P](C2C=CC=CC=2)(C2C=CC=CC=2)C2C=CC=CC=2)([P](C2C=CC=CC=2)(C2C=CC=CC=2)C2C=CC=CC=2)[P](C2C=CC=CC=2)(C2C=CC=CC=2)C2C=CC=CC=2)(C2C=CC=CC=2)C2C=CC=CC=2)=CC=1. The product is [C:27]1([C:2]2[CH:10]=[C:9]3[C:5]([C:6]([CH:19]=[CH:20][C:21]4[CH:26]=[CH:25][CH:24]=[CH:23][CH:22]=4)=[N:7][N:8]3[CH2:11][O:12][CH2:13][CH2:14][Si:15]([CH3:18])([CH3:17])[CH3:16])=[CH:4][CH:3]=2)[CH:32]=[CH:31][CH:30]=[CH:29][CH:28]=1. The yield is 0.810. (2) The reactants are [CH3:1][C:2]1[C:7]2[CH2:8][O:9][C:10](=[O:11])[C:6]=2[C:5]([OH:12])=[C:4]([CH2:13]/[CH:14]=[C:15](/[CH2:17][CH2:18][C:19]([O:21][CH3:22])=[O:20])\[CH3:16])[C:3]=1[O:23][CH3:24].C[Si]([N-][Si](C)(C)C)(C)C.[Na+].[Br:35][CH2:36][CH:37]=[CH:38][CH2:39]Br. The catalyst is C1COCC1. The product is [CH3:22][O:21][C:19](=[O:20])[CH:18]([CH2:39][CH:38]=[CH:37][CH2:36][Br:35])[CH2:17][C:15]([CH3:16])=[CH:14][CH2:13][C:4]1[C:5]([OH:12])=[C:6]2[C:7](=[C:2]([CH3:1])[C:3]=1[O:23][CH3:24])[CH2:8][O:9][C:10]2=[O:11]. The yield is 0.780. (3) The reactants are Cl[C:2]1[CH:7]=[C:6]([N:8]2[CH2:13][CH2:12][CH:11]([OH:14])[CH2:10][CH2:9]2)[CH:5]=[C:4]([C:15]2[CH:20]=[CH:19][CH:18]=[CH:17][CH:16]=2)[N:3]=1.CC(C)([O-])C.[K+].[NH2:27][C:28]1[CH:33]=[CH:32][C:31]([C:34](=[O:36])[CH3:35])=[CH:30][CH:29]=1.O. The catalyst is C1(C)C=CC=CC=1.C([O-])(=O)C.[Pd+2].C([O-])(=O)C.C1C=CC(P(C2C(C3C(P(C4C=CC=CC=4)C4C=CC=CC=4)=CC=C4C=3C=CC=C4)=C3C(C=CC=C3)=CC=2)C2C=CC=CC=2)=CC=1. The product is [OH:14][CH:11]1[CH2:12][CH2:13][N:8]([C:6]2[CH:5]=[C:4]([C:15]3[CH:20]=[CH:19][CH:18]=[CH:17][CH:16]=3)[N:3]=[C:2]([NH:27][C:28]3[CH:33]=[CH:32][C:31]([C:34](=[O:36])[CH3:35])=[CH:30][CH:29]=3)[CH:7]=2)[CH2:9][CH2:10]1. The yield is 0.550. (4) The reactants are [NH2:1][CH2:2][CH2:3][C:4]1[CH:9]=[CH:8][C:7]([CH2:10][C@H:11]([O:17][CH2:18][CH3:19])[C:12]([O:14][CH2:15][CH3:16])=[O:13])=[CH:6][CH:5]=1.[C:20](O)(=[O:27])[CH2:21][CH2:22][CH2:23][CH2:24][CH2:25][CH3:26].C(Cl)CCl. The catalyst is C(Cl)Cl.CN(C1C=CN=CC=1)C. The product is [CH2:18]([O:17][C@@H:11]([CH2:10][C:7]1[CH:8]=[CH:9][C:4]([CH2:3][CH2:2][NH:1][C:20](=[O:27])[CH2:21][CH2:22][CH2:23][CH2:24][CH2:25][CH3:26])=[CH:5][CH:6]=1)[C:12]([O:14][CH2:15][CH3:16])=[O:13])[CH3:19]. The yield is 0.370. (5) The reactants are [C:1]12([C:11]3[CH:12]=[C:13]([C:19]4[CH:20]=[C:21]5[C:26](=[CH:27][CH:28]=4)[CH:25]=[C:24]([CH:29]=[O:30])[CH:23]=[CH:22]5)[CH:14]=[CH:15][C:16]=3[O:17][CH3:18])[CH2:10][CH:5]3[CH2:6][CH:7]([CH2:9][CH:3]([CH2:4]3)[CH2:2]1)[CH2:8]2.C[Si]([C:35]#[N:36])(C)C.O. The catalyst is C(Cl)Cl.[Zn+2].[I-].[I-]. The product is [C:1]12([C:11]3[CH:12]=[C:13]([C:19]4[CH:20]=[C:21]5[C:26](=[CH:27][CH:28]=4)[CH:25]=[C:24]([CH:29]([OH:30])[C:35]#[N:36])[CH:23]=[CH:22]5)[CH:14]=[CH:15][C:16]=3[O:17][CH3:18])[CH2:8][CH:7]3[CH2:6][CH:5]([CH2:4][CH:3]([CH2:9]3)[CH2:2]1)[CH2:10]2. The yield is 0.800.